Task: Predict the reactants needed to synthesize the given product.. Dataset: Full USPTO retrosynthesis dataset with 1.9M reactions from patents (1976-2016) (1) The reactants are: [CH3:1][O:2][C:3]1[C:4]([N+:10]([O-])=O)=[C:5]([OH:9])[CH:6]=[CH:7][CH:8]=1. Given the product [NH2:10][C:4]1[C:3]([O:2][CH3:1])=[CH:8][CH:7]=[CH:6][C:5]=1[OH:9], predict the reactants needed to synthesize it. (2) The reactants are: [C:1]([NH:4][C:5]1[CH:9]=[C:8]([C:10]2[CH:15]=[CH:14][C:13]([O:16]CC3C=CC([N+]([O-])=O)=CC=3)=[C:12]([O:27][CH3:28])[CH:11]=2)S[C:6]=1[C:29]([O:31][CH3:32])=[O:30])(=[O:3])[CH3:2]. Given the product [CH3:32][O:31][C:29](=[O:30])[CH2:6][CH:5]([CH2:9][CH2:8][C:10]1[CH:15]=[CH:14][C:13]([OH:16])=[C:12]([O:27][CH3:28])[CH:11]=1)[NH:4][C:1](=[O:3])[CH3:2], predict the reactants needed to synthesize it. (3) Given the product [Cl:1][C:2]1[CH:7]=[CH:6][N:5]=[C:4]([CH2:8][N:10]2[CH2:15][CH2:14][O:13][CH2:12][CH:11]2[CH2:16][OH:17])[N:3]=1, predict the reactants needed to synthesize it. The reactants are: [Cl:1][C:2]1[CH:7]=[CH:6][N:5]=[C:4]([CH:8]=O)[N:3]=1.[NH:10]1[CH2:15][CH2:14][O:13][CH2:12][CH:11]1[CH2:16][OH:17]. (4) The reactants are: [F:1][C:2]1[CH:18]=[CH:17][C:5]2[CH2:6][CH2:7][CH2:8][CH2:9][CH:10]([NH:11][S:12]([CH2:15][CH3:16])(=[O:14])=[O:13])[C:4]=2[CH:3]=1.[H-].[Na+].[CH3:21]I. Given the product [F:1][C:2]1[CH:18]=[CH:17][C:5]2[CH2:6][CH2:7][CH2:8][CH2:9][CH:10]([N:11]([S:12]([CH2:15][CH3:16])(=[O:13])=[O:14])[CH3:21])[C:4]=2[CH:3]=1, predict the reactants needed to synthesize it. (5) Given the product [CH3:19][N:20]1[C:24]([C:2]2[CH:3]=[C:4]([CH:12]=[C:13]([C:15]([F:18])([F:17])[F:16])[CH:14]=2)[C:5]([O:7][C:8]([CH3:11])([CH3:10])[CH3:9])=[O:6])=[CH:23][CH:22]=[N:21]1, predict the reactants needed to synthesize it. The reactants are: Br[C:2]1[CH:3]=[C:4]([CH:12]=[C:13]([C:15]([F:18])([F:17])[F:16])[CH:14]=1)[C:5]([O:7][C:8]([CH3:11])([CH3:10])[CH3:9])=[O:6].[CH3:19][N:20]1[C:24](B2OC(C)(C)C(C)(C)O2)=[CH:23][CH:22]=[N:21]1.O1CCOCC1.C(=O)([O-])[O-].[Na+].[Na+]. (6) Given the product [NH2:16][C:12]1[N:11]=[C:10]([N:7]2[C:6]3[CH:17]=[C:2]([C:32]#[C:31][C:29]([C:25]4[S:24][CH:28]=[CH:27][N:26]=4)([OH:33])[CH3:30])[CH:3]=[CH:4][C:5]=3[N:9]=[CH:8]2)[CH:15]=[CH:14][N:13]=1, predict the reactants needed to synthesize it. The reactants are: Br[C:2]1[CH:3]=[CH:4][C:5]2[N:9]=[CH:8][N:7]([C:10]3[CH:15]=[CH:14][N:13]=[C:12]([NH2:16])[N:11]=3)[C:6]=2[CH:17]=1.N1CCCCC1.[S:24]1[CH:28]=[CH:27][N:26]=[C:25]1[C:29]([OH:33])([C:31]#[CH:32])[CH3:30].